This data is from Reaction yield outcomes from USPTO patents with 853,638 reactions. The task is: Predict the reaction yield, written as a fraction of the theoretical maximum amount of product (1.0 means a 100% yield; for example, 0.34 means a 34% yield). (1) The reactants are [CH3:1][O:2][C:3]([C:5]1[CH:10]=[CH:9][CH:8]=[CH:7][C:6]=1[CH2:11][S:12][C:13]1[NH:14][C:15]2[C:21](CC(O)=O)=[CH:20][CH:19]=[CH:18][C:16]=2[N:17]=1)=[O:4].[NH2:26][C:27]1[CH:32]=[CH:31][CH:30]=[CH:29][CH:28]=1.CCN=C=NC[CH2:39][CH2:40]N(C)C.[OH2:44]. The catalyst is O1CCCC1. The product is [CH3:1][O:2][C:3](=[O:4])[C:5]1[CH:10]=[CH:9][CH:8]=[CH:7][C:6]=1[CH2:11][S:12][C:13]1[N:17]([CH2:39][C:40](=[O:44])[NH:26][C:27]2[CH:32]=[CH:31][CH:30]=[CH:29][CH:28]=2)[C:16]2[CH:18]=[CH:19][CH:20]=[CH:21][C:15]=2[N:14]=1. The yield is 0.640. (2) The reactants are [CH2:1]([O:3][C:4]([CH2:6][N:7]1[C:16](=[O:17])[CH:15]2[CH:10]([CH:11]3[C:18](=[C:19]([C:26]4[CH:31]=[CH:30][CH:29]=[CH:28][N:27]=4)[C:20]4[CH:25]=[CH:24][CH:23]=[CH:22][CH:21]=4)[CH:14]2[C:13]([C:32]([OH:45])([C:39]2[CH:44]=[CH:43][CH:42]=[CH:41][N:40]=2)[C:33]2[CH:38]=[CH:37][CH:36]=[CH:35][CH:34]=2)=[CH:12]3)[C:8]1=[O:9])=[O:5])[CH3:2].C(=O)([O-])[O-].[K+].[K+].ClCC(O[CH2:57][CH2:58][CH2:59][CH2:60][CH2:61][CH2:62]CC)=O. The catalyst is CN(C)C=O. The product is [OH:45][C:32]([C:13]1[CH:14]2[C:18](=[C:19]([C:26]3[CH:31]=[CH:30][CH:29]=[CH:28][N:27]=3)[C:20]3[CH:25]=[CH:24][CH:23]=[CH:22][CH:21]=3)[CH:11]([CH:12]=1)[CH:10]1[C:8]([N:7]([CH2:6][C:4]([O:3][CH2:1][CH2:2][CH2:57][CH2:58][CH2:59][CH2:60][CH2:61][CH3:62])=[O:5])[C:16](=[O:17])[CH:15]21)=[O:9])([C:39]1[CH:44]=[CH:43][CH:42]=[CH:41][N:40]=1)[C:33]1[CH:34]=[CH:35][CH:36]=[CH:37][CH:38]=1. The yield is 0.710. (3) The reactants are [Cl:1][C:2]1[N:7]=[C:6](Cl)[C:5]([N+:9]([O-:11])=[O:10])=[CH:4][N:3]=1.[NH2:12][C:13]1[CH:21]=[CH:20][C:16]([C:17]([NH2:19])=[O:18])=[CH:15][CH:14]=1. The catalyst is O1CCOCC1. The product is [Cl:1][C:2]1[N:7]=[C:6]([NH:12][C:13]2[CH:21]=[CH:20][C:16]([C:17]([NH2:19])=[O:18])=[CH:15][CH:14]=2)[C:5]([N+:9]([O-:11])=[O:10])=[CH:4][N:3]=1. The yield is 0.410. (4) The product is [CH3:1][C:2]1[O:6][C:5]([C:7]2[CH:8]=[CH:9][C:10]([C:13]([NH:15][CH2:16][C:17]3[CH:18]=[N:19][CH:20]=[CH:21][CH:22]=3)=[O:14])=[CH:11][CH:12]=2)=[N:4][C:3]=1[CH2:23][S:24]([C:27]1[CH:32]=[CH:31][C:30]([CH2:33][CH2:34][CH2:35][O:36][CH2:37][CH2:38][O:39][CH2:40][CH2:41][O:42][CH2:43][CH2:44][O:45][CH2:46][CH2:47][O:48][CH2:49][CH2:50][O:51][CH2:52][CH2:53][NH:54][C:55](=[O:61])[O:56][C:57]([CH3:59])([CH3:58])[CH3:60])=[CH:29][CH:28]=1)(=[O:26])=[O:25]. The yield is 0.850. The reactants are [CH3:1][C:2]1[O:6][C:5]([C:7]2[CH:12]=[CH:11][C:10]([C:13]([NH:15][CH2:16][C:17]3[CH:18]=[N:19][CH:20]=[CH:21][CH:22]=3)=[O:14])=[CH:9][CH:8]=2)=[N:4][C:3]=1[CH2:23][S:24]([C:27]1[CH:32]=[CH:31][C:30]([C:33]#[C:34][CH2:35][O:36][CH2:37][CH2:38][O:39][CH2:40][CH2:41][O:42][CH2:43][CH2:44][O:45][CH2:46][CH2:47][O:48][CH2:49][CH2:50][O:51][CH2:52][CH2:53][NH:54][C:55](=[O:61])[O:56][C:57]([CH3:60])([CH3:59])[CH3:58])=[CH:29][CH:28]=1)(=[O:26])=[O:25]. The catalyst is CO.[Pd]. (5) The reactants are O=C1C2C(=CC=CC=2)C(=O)[N:3]1[CH2:12][C:13]1[CH:18]=[CH:17][C:16]([NH:19][C:20](=[O:39])[C:21]2[CH:26]=[CH:25][C:24]([CH3:27])=[C:23]([C:28]#[C:29][C:30]3[N:34]4[N:35]=[CH:36][CH:37]=[CH:38][C:33]4=[N:32][CH:31]=3)[CH:22]=2)=[CH:15][C:14]=1[C:40]([F:43])([F:42])[F:41].O.NN.C(=O)(O)[O-].[K+]. The catalyst is O1CCCC1. The product is [NH2:3][CH2:12][C:13]1[CH:18]=[CH:17][C:16]([NH:19][C:20](=[O:39])[C:21]2[CH:26]=[CH:25][C:24]([CH3:27])=[C:23]([C:28]#[C:29][C:30]3[N:34]4[N:35]=[CH:36][CH:37]=[CH:38][C:33]4=[N:32][CH:31]=3)[CH:22]=2)=[CH:15][C:14]=1[C:40]([F:41])([F:43])[F:42]. The yield is 0.650.